From a dataset of Reaction yield outcomes from USPTO patents with 853,638 reactions. Predict the reaction yield, written as a fraction of the theoretical maximum amount of product (1.0 means a 100% yield; for example, 0.34 means a 34% yield). (1) The reactants are [N+:1]([C:4]1[CH:19]=[CH:18][C:7]([C:8]([NH:10][CH2:11][CH2:12][C:13]([O:15][CH2:16][CH3:17])=[O:14])=[O:9])=[CH:6][CH:5]=1)([O-])=O.O1CCCC1. The catalyst is [C].[Pd].C(O)C. The product is [NH2:1][C:4]1[CH:5]=[CH:6][C:7]([C:8]([NH:10][CH2:11][CH2:12][C:13]([O:15][CH2:16][CH3:17])=[O:14])=[O:9])=[CH:18][CH:19]=1. The yield is 0.950. (2) The reactants are [CH3:1][N:2]([CH3:21])[C:3]1[CH:8]=[CH:7][C:6]([C:9]2[O:10][C:11]3[C:12](=[C:14]([C:18](O)=[O:19])[CH:15]=[CH:16][CH:17]=3)[N:13]=2)=[CH:5][CH:4]=1.Cl.Cl.[NH2:24][CH:25]1[CH2:32][CH:31]2[N:33]([CH3:34])[CH:27]([CH2:28][CH2:29][CH2:30]2)[CH2:26]1.Cl.C(N=C=NCCCN(C)C)C.ON1C2C=CC=CC=2N=N1.CCN(C(C)C)C(C)C. The catalyst is CN(C=O)C.C(OCC)(=O)C. The product is [CH3:34][N:33]1[CH:27]2[CH2:28][CH2:29][CH2:30][CH:31]1[CH2:32][CH:25]([NH:24][C:18]([C:14]1[CH:15]=[CH:16][CH:17]=[C:11]3[O:10][C:9]([C:6]4[CH:5]=[CH:4][C:3]([N:2]([CH3:21])[CH3:1])=[CH:8][CH:7]=4)=[N:13][C:12]=13)=[O:19])[CH2:26]2. The yield is 0.410. (3) The reactants are [CH3:1][C@H:2]1[CH2:7][CH2:6][C:5](=[O:8])[N:4]2[C@H:9]([C:12]3[CH:17]=[CH:16][CH:15]=[CH:14][CH:13]=3)[CH2:10][O:11][C@H:3]12.C([SiH](CC)CC)C.C(=O)(O)[O-].[Na+]. The catalyst is C(Cl)Cl.[Ti](Cl)(Cl)(Cl)Cl. The product is [OH:11][CH2:10][C@H:9]([N:4]1[CH2:3][C@@H:2]([CH3:1])[CH2:7][CH2:6][C:5]1=[O:8])[C:12]1[CH:17]=[CH:16][CH:15]=[CH:14][CH:13]=1. The yield is 0.440. (4) The reactants are Br[C:2]1[CH:3]=[C:4]2[C:9](=[CH:10][CH:11]=1)[N:8]=[C:7]([C:12]([O:14][CH2:15][CH3:16])=[O:13])[C:6]([CH3:17])=[CH:5]2.[OH:18][C:19]1[CH:24]=[CH:23][C:22](B(O)O)=[CH:21][CH:20]=1.C1(P(C2C=CC=CC=2)C2C=CC=CC=2)C=CC=CC=1.P([O-])([O-])([O-])=O.[K+].[K+].[K+]. The catalyst is C([O-])(=O)C.[Pd+2].C([O-])(=O)C.C(OCC)(=O)C.O.O1CCOCC1. The product is [OH:18][C:19]1[CH:24]=[CH:23][C:22]([C:2]2[CH:3]=[C:4]3[C:9](=[CH:10][CH:11]=2)[N:8]=[C:7]([C:12]([O:14][CH2:15][CH3:16])=[O:13])[C:6]([CH3:17])=[CH:5]3)=[CH:21][CH:20]=1. The yield is 0.490. (5) The product is [C:9]1([N:15]2[C:19]3=[N:20][CH:21]=[N:22][C:23]([NH:24][N:25]=[CH:26][C:27]4[CH:32]=[CH:31][C:30]([O:7][CH2:6][CH2:5][N:4]([CH3:8])[CH3:3])=[N:29][CH:28]=4)=[C:18]3[CH:17]=[N:16]2)[CH:14]=[CH:13][CH:12]=[CH:11][CH:10]=1. The yield is 0.960. The catalyst is C1COCC1. The reactants are [H-].[Na+].[CH3:3][N:4]([CH3:8])[CH2:5][CH2:6][OH:7].[C:9]1([N:15]2[C:19]3=[N:20][CH:21]=[N:22][C:23]([NH:24][N:25]=[CH:26][C:27]4[CH:32]=[CH:31][C:30](Cl)=[N:29][CH:28]=4)=[C:18]3[CH:17]=[N:16]2)[CH:14]=[CH:13][CH:12]=[CH:11][CH:10]=1.O.